Dataset: Catalyst prediction with 721,799 reactions and 888 catalyst types from USPTO. Task: Predict which catalyst facilitates the given reaction. (1) Reactant: C([N:8]1[CH2:12][C@@H:11]([C:13]([N:15]2[CH2:19][C@@H:18]([N:20]([C@H:28]3[CH2:33][CH2:32][C@@H:31]([CH3:34])[CH2:30][CH2:29]3)[C:21]([C@@H:23]3[CH2:27][CH2:26][CH2:25][O:24]3)=[O:22])[CH2:17][C@H:16]2[C:35]([N:37]2[CH2:42][CH2:41][N:40]([CH3:43])[CH2:39][CH2:38]2)=[O:36])=[O:14])[C@H:10]([C:44]2[CH:49]=[CH:48][C:47]([Cl:50])=[CH:46][CH:45]=2)[CH2:9]1)(OC(C)(C)C)=O.Cl. Product: [Cl:50][C:47]1[CH:46]=[CH:45][C:44]([C@@H:10]2[CH2:9][NH:8][CH2:12][C@H:11]2[C:13]([N:15]2[C@H:16]([C:35]([N:37]3[CH2:38][CH2:39][N:40]([CH3:43])[CH2:41][CH2:42]3)=[O:36])[CH2:17][C@H:18]([N:20]([C@H:28]3[CH2:33][CH2:32][C@@H:31]([CH3:34])[CH2:30][CH2:29]3)[C:21]([C@@H:23]3[CH2:27][CH2:26][CH2:25][O:24]3)=[O:22])[CH2:19]2)=[O:14])=[CH:49][CH:48]=1. The catalyst class is: 2. (2) Reactant: [CH:1]([O:4][C:5]([N:7]1[CH:12]([CH2:13][CH3:14])[CH2:11][CH:10]([N:15]([CH2:23][C:24]2[CH:29]=[C:28]([C:30]([F:33])([F:32])[F:31])[CH:27]=[C:26]([Cl:34])[CH:25]=2)[C:16]2[N:21]=[CH:20][C:19]([OH:22])=[CH:18][N:17]=2)[CH2:9][CH:8]1[CH2:35][CH3:36])=[O:6])([CH3:3])[CH3:2].Br[CH2:38][CH2:39][OH:40].C(=O)([O-])[O-].[K+].[K+].O. Product: [CH:1]([O:4][C:5]([N:7]1[CH:12]([CH2:13][CH3:14])[CH2:11][CH:10]([N:15]([CH2:23][C:24]2[CH:29]=[C:28]([C:30]([F:32])([F:31])[F:33])[CH:27]=[C:26]([Cl:34])[CH:25]=2)[C:16]2[N:17]=[CH:18][C:19]([O:22][CH2:38][CH2:39][OH:40])=[CH:20][N:21]=2)[CH2:9][CH:8]1[CH2:35][CH3:36])=[O:6])([CH3:3])[CH3:2]. The catalyst class is: 3. (3) Reactant: C(OC(=O)[NH:10][C:11]1[CH:16]=[CH:15][N:14]([CH2:17][CH2:18][C:19]#[C:20][C:21]2[N:22]=[N:23][C:24]([NH:27][C:28](=[O:36])[CH2:29][C:30]3[CH:35]=[CH:34][CH:33]=[CH:32][CH:31]=3)=[CH:25][CH:26]=2)[C:13](=[O:37])[N:12]=1)C1C=CC=CC=1. Product: [NH2:10][C:11]1[CH:16]=[CH:15][N:14]([CH2:17][CH2:18][CH2:19][CH2:20][C:21]2[N:22]=[N:23][C:24]([NH:27][C:28](=[O:36])[CH2:29][C:30]3[CH:31]=[CH:32][CH:33]=[CH:34][CH:35]=3)=[CH:25][CH:26]=2)[C:13](=[O:37])[N:12]=1. The catalyst class is: 563. (4) Reactant: C(OC([NH:8][CH:9]1[CH2:14][CH2:13][CH2:12][N:11]([C:15]2[N:20]=[C:19]([C:21]3[C:29]4[C:24](=[CH:25][CH:26]=[C:27]([C:30]5[C:35]([F:36])=[CH:34][CH:33]=[CH:32][C:31]=5[F:37])[CH:28]=4)[N:23](C(OC(C)(C)C)=O)[CH:22]=3)[CH:18]=[N:17][CH:16]=2)[CH2:10]1)=O)(C)(C)C.C(O)(C(F)(F)F)=O. Product: [F:37][C:31]1[CH:32]=[CH:33][CH:34]=[C:35]([F:36])[C:30]=1[C:27]1[CH:28]=[C:29]2[C:24](=[CH:25][CH:26]=1)[NH:23][CH:22]=[C:21]2[C:19]1[N:20]=[C:15]([N:11]2[CH2:12][CH2:13][CH2:14][CH:9]([NH2:8])[CH2:10]2)[CH:16]=[N:17][CH:18]=1. The catalyst class is: 2. (5) Reactant: [OH:1][C:2]1[CH:10]=[C:9]2[C:5]([C:6](=[O:11])[O:7][CH2:8]2)=[CH:4][C:3]=1[O:12][C:13](=[O:15])[CH3:14].[N+:16]([O-])([OH:18])=[O:17]. Product: [OH:1][C:2]1[C:10]([N+:16]([O-:18])=[O:17])=[C:9]2[C:5]([C:6](=[O:11])[O:7][CH2:8]2)=[CH:4][C:3]=1[O:12][C:13](=[O:15])[CH3:14]. The catalyst class is: 15. (6) Reactant: [C:1]1([CH:7]2[C:28]3[C:23](=[CH:24][CH:25]=[CH:26][CH:27]=3)[S:22][C:21]3[CH:20]=[C:19]4[C:10]([S:11][C:12]5[CH:13]=[CH:14][CH:15]=[CH:16][C:17]=5[CH:18]4[C:29]4[CH:34]=[CH:33][CH:32]=[CH:31][CH:30]=4)=[CH:9][C:8]2=3)[CH:6]=[CH:5][CH:4]=[CH:3][CH:2]=1.C1(Cl)C(=O)C(Cl)=C(Cl)C(=O)C=1Cl. Product: [C:1]1([C:7]2[C:28]3[C:23](=[CH:24][CH:25]=[CH:26][CH:27]=3)[S:22][C:21]3[C:8]=2[CH:9]=[C:10]2[C:19]([CH:20]=3)=[C:18]([C:29]3[CH:34]=[CH:33][CH:32]=[CH:31][CH:30]=3)[C:17]3[CH:16]=[CH:15][CH:14]=[CH:13][C:12]=3[S:11]2)[CH:2]=[CH:3][CH:4]=[CH:5][CH:6]=1. The catalyst class is: 262.